Dataset: Forward reaction prediction with 1.9M reactions from USPTO patents (1976-2016). Task: Predict the product of the given reaction. (1) Given the reactants Br[C:2]1[CH:3]=[C:4]([NH2:10])[C:5]([O:8][CH3:9])=[N:6][CH:7]=1.[N:11]1[CH:16]=[CH:15][C:14](B(O)O)=[CH:13][CH:12]=1.CC(C1C=C(C(C)C)C(C2C=CC=CC=2P(C2CCCCC2)C2CCCCC2)=C(C(C)C)C=1)C.[O-]P([O-])([O-])=O.[K+].[K+].[K+], predict the reaction product. The product is: [CH3:9][O:8][C:5]1[C:4]([NH2:10])=[CH:3][C:2]([C:14]2[CH:15]=[CH:16][N:11]=[CH:12][CH:13]=2)=[CH:7][N:6]=1. (2) Given the reactants [CH3:1][O:2][C:3]1[C:11]([O:12]C)=[CH:10][CH:9]=[C:8]2[C:4]=1[CH2:5][CH2:6][C:7]2=[O:14].[C-]#N.[Na+], predict the reaction product. The product is: [OH:12][C:11]1[C:3]([O:2][CH3:1])=[C:4]2[C:8](=[CH:9][CH:10]=1)[C:7](=[O:14])[CH2:6][CH2:5]2.